Dataset: Full USPTO retrosynthesis dataset with 1.9M reactions from patents (1976-2016). Task: Predict the reactants needed to synthesize the given product. Given the product [CH2:37]([C:5]([CH2:3][CH3:4])([C:31]1[CH:32]=[CH:33][CH:34]=[CH:35][CH:36]=1)[C@H:6]([C:9]([NH:11][C@H:12]([C:17]([N:19]([C@@H:21]([CH:28]([CH3:30])[CH3:29])/[CH:22]=[C:23](/[C:25]([OH:27])=[O:26])\[CH3:24])[CH3:20])=[O:18])[C:13]([CH3:14])([CH3:15])[CH3:16])=[O:10])[NH:7][CH3:8])[CH3:38], predict the reactants needed to synthesize it. The reactants are: IC.[CH2:3]([C:5]([CH2:37][CH3:38])([C:31]1[CH:36]=[CH:35][CH:34]=[CH:33][CH:32]=1)[C@@H:6]([C:9]([NH:11][C@H:12]([C:17]([N:19]([C@@H:21]([CH:28]([CH3:30])[CH3:29])/[CH:22]=[C:23](/[C:25]([OH:27])=[O:26])\[CH3:24])[CH3:20])=[O:18])[C:13]([CH3:16])([CH3:15])[CH3:14])=[O:10])[NH:7][CH3:8])[CH3:4].